Dataset: Forward reaction prediction with 1.9M reactions from USPTO patents (1976-2016). Task: Predict the product of the given reaction. Given the reactants C[O:2][C:3]1[CH:4]=[C:5]([C:11]2[N:16]=[C:15]([S:17][CH2:18][CH3:19])[N:14]3[CH:20]=[CH:21][N:22]=[C:13]3[CH:12]=2)[CH:6]=[CH:7][C:8]=1[O:9]C.B(Br)(Br)Br, predict the reaction product. The product is: [CH2:18]([S:17][C:15]1[N:14]2[CH:20]=[CH:21][N:22]=[C:13]2[CH:12]=[C:11]([C:5]2[CH:4]=[C:3]([OH:2])[C:8]([OH:9])=[CH:7][CH:6]=2)[N:16]=1)[CH3:19].